This data is from Forward reaction prediction with 1.9M reactions from USPTO patents (1976-2016). The task is: Predict the product of the given reaction. (1) Given the reactants Cl[C:2]1[CH:3]=[C:4]2[C:9](=[C:10]([O:12][CH:13]3[CH2:18][CH2:17][N:16]([C:19]([O:21][C:22]([CH3:25])([CH3:24])[CH3:23])=[O:20])[CH2:15][CH2:14]3)[CH:11]=1)[N:8]=[CH:7][CH:6]=[CH:5]2.CN1C(=O)CCC1.[CH2:33]([Mg]Br)[CH2:34][CH2:35][CH2:36][CH3:37].[Cl-].[NH4+], predict the reaction product. The product is: [CH2:33]([C:2]1[CH:3]=[C:4]2[C:9](=[C:10]([O:12][CH:13]3[CH2:14][CH2:15][N:16]([C:19]([O:21][C:22]([CH3:24])([CH3:25])[CH3:23])=[O:20])[CH2:17][CH2:18]3)[CH:11]=1)[N:8]=[CH:7][CH:6]=[CH:5]2)[CH2:34][CH2:35][CH2:36][CH3:37]. (2) Given the reactants [Cl:1][C:2]1[C:3]([F:28])=[C:4]([CH:8]2[C:12]([C:15]3[CH:20]=[CH:19][C:18]([Cl:21])=[CH:17][C:16]=3[F:22])([C:13]#[N:14])[CH:11]([CH2:23][C:24]([CH3:27])([CH3:26])[CH3:25])[CH2:10][NH:9]2)[CH:5]=[CH:6][CH:7]=1.[CH3:29][O:30][C:31]([CH:33]1[CH2:38][CH2:37][CH:36]([CH2:39][NH:40][C:41](N2C=CN=C2)=[O:42])[CH2:35][CH2:34]1)=[O:32], predict the reaction product. The product is: [CH3:29][O:30][C:31]([CH:33]1[CH2:38][CH2:37][CH:36]([CH2:39][NH:40][C:41]([N:9]2[CH2:10][C@@H:11]([CH2:23][C:24]([CH3:25])([CH3:27])[CH3:26])[C@@:12]([C:15]3[CH:20]=[CH:19][C:18]([Cl:21])=[CH:17][C:16]=3[F:22])([C:13]#[N:14])[C@H:8]2[C:4]2[CH:5]=[CH:6][CH:7]=[C:2]([Cl:1])[C:3]=2[F:28])=[O:42])[CH2:35][CH2:34]1)=[O:32]. (3) Given the reactants [F:1][C:2]([F:17])([F:16])[C:3]([NH:5][C:6]1[C:11]([S:12][CH3:13])=[CH:10][C:9]([CH3:14])=[CH:8][C:7]=1Br)=[O:4].C([Li])CCC.[C:23](=[O:25])=[O:24], predict the reaction product. The product is: [CH3:14][C:9]1[CH:10]=[C:11]([S:12][CH3:13])[C:6]([NH:5][C:3](=[O:4])[C:2]([F:17])([F:16])[F:1])=[C:7]([CH:8]=1)[C:23]([OH:25])=[O:24]. (4) Given the reactants [F:1][C:2]([F:7])([F:6])[C:3]([NH2:5])=[NH:4].F[P-](F)(F)(F)(F)F.[Cl:15]/[C:16](=[CH:21]\N(C)C)/[CH:17]=[N+](C)C.C(N(CC)CC)C, predict the reaction product. The product is: [Cl:15][C:16]1[CH:17]=[N:4][C:3]([C:2]([F:7])([F:6])[F:1])=[N:5][CH:21]=1.